Dataset: Experimentally validated miRNA-target interactions with 360,000+ pairs, plus equal number of negative samples. Task: Binary Classification. Given a miRNA mature sequence and a target amino acid sequence, predict their likelihood of interaction. (1) The miRNA is hsa-miR-198 with sequence GGUCCAGAGGGGAGAUAGGUUC. The protein sequence of the target gene is MGCRQSSEEKEAARRSRRIDRHLRSESQRQRREIKLLLLGTSNSGKSTIVKQMKIIHSGGFNLEACKEYKPLIIYNAIDSLTRIIRALAALRIDFHNPDRAYDAVQLFALTGPAESKGEITPELLGVMRRLWADPGAQACFSRSSEYHLEDNAAYYLNDLERIAAADYIPTVEDILRSRDMTTGIVENKFTFKELTFKMVDVGGQRSERKKWIHCFEGVTAIIFCVELSGYDLKLYEDNQTSRMAESLRLFDSICNNNWFINTSLILFLNKKDLLAEKIRRIPLTICFPEYKGQNTYEEA.... Result: 0 (no interaction). (2) The miRNA is mmu-miR-669e-5p with sequence UGUCUUGUGUGUGCAUGUUCAU. The protein sequence of the target gene is MAASEAAAAAGSAALAAGARAVPAATTGAAAAASGPWVPPGPRLRGSRPRPAGATQQPAVPAPPAGELIQPSVSELSRAVRTNILCTVRGCGKILPNSPALNMHLVKSHRLQDGIVNPTIRKDLKTGPKFYCCPIEGCPRGPERPFSQFSLVKQHFMKMHAEKKHKCSKCSNSYGTEWDLKRHAEDCGKTFRCTCGCPYASRTALQSHIYRTGHEIPAEHRDPPSKKRKMENCAQNQKLSNKTIESLNNQPIPRPDTQELEASEIKLEPSFEDSCGSNTDKQTLTTPPRYPQKLLLPKPK.... Result: 0 (no interaction). (3) The miRNA is hsa-miR-4476 with sequence CAGGAAGGAUUUAGGGACAGGC. The protein sequence of the target gene is MNPLFGPNLFLLQQEQQGLAGPLGDSLGGDHFAGGGDLPPAPLSPAGPAAYSPPGPGPAPPAAMALRNDLGSNINVLKTLNLRFRCFLAKVHELERRNRLLEKQLQQALEEGKQGRRGLGRRDQAVQTGFVSPIRPLGLQLGARPAAVCSPSARVLGSPARSPAGPLAPSAASLSSSSTSTSTTYSSSARFMPGTIWSFSHARRLGPGLEPTLVQGPGLSWVHPDGVGVQIDTITPEIRALYNVLAKVKRERDEYKRRWEEEYTVRIQLQDRVNELQEEAQEADACQEELALKVEQLKAE.... Result: 1 (interaction). (4) The miRNA is hsa-miR-1193 with sequence GGGAUGGUAGACCGGUGACGUGC. The protein sequence of the target gene is MGDSKVKVAVRIRPMNRRETDLHTKCVVDVDANKVILNPVNTNLSKGDARGQPKVFAYDHCFWSMDESVKEKYAGQDIVFKCLGENILQNAFDGYNACIFAYGQTGSGKSYTMMGTADQPGLIPRLCSGLFERTQKEENEEQSFKVEVSYMEIYNEKVRDLLDPKGSRQTLKVREHSVLGPYVDGLSKLAVTSYKDIESLMSEGNKSRTVAATNMNEESSRSHAVFKITLTHTLYDVKSGTSGEKVGKLSLVDLAGSERATKTGAAGDRLKEGSNINKSLTTLGLVISALADQSAGKNKN.... Result: 0 (no interaction). (5) The miRNA is hsa-miR-335-5p with sequence UCAAGAGCAAUAACGAAAAAUGU. The protein sequence of the target gene is MSEQERIQECLRKEIRSLLISTKDGLSPQELEKEYLLMVGNHLPLRILGYRSTMELVLDMPDVVRVCPGAGGTVILKAIPDESTKGIASLVAKQRSSHKLRNSMHKGRPSIYSGPRSHRRVPYRGRVAPILPAVVKSELKDLLALSPVLLSDFEKAFAKRFGRSFQYMQYGFLSMFEVLNAASDVISVEQTRAGSLLMLKKSVTEEKPRGCPAGKIFTQPFRMKQGSYSTGFPVAKPCFSQPTSNMEPPKQIMSMEKTSKLNVVETSRLNHTEKLNQLENTFKSVIAQIGPGGTISSELK.... Result: 1 (interaction).